Dataset: Forward reaction prediction with 1.9M reactions from USPTO patents (1976-2016). Task: Predict the product of the given reaction. (1) Given the reactants [Cl:1][CH2:2][CH2:3][O:4][C:5]1[C:6]([O:15][CH2:16][CH2:17][Cl:18])=[CH:7][C:8]2[S:12][C:11]([SH:13])=[N:10][C:9]=2[CH:14]=1.[OH-].[Na+].Cl[O-].[Na+].C(O)(=O)C(O)=O.[NH2:30][CH2:31][P:32](=[O:39])([O:36][CH2:37][CH3:38])[O:33][CH2:34][CH3:35], predict the reaction product. The product is: [Cl:1][CH2:2][CH2:3][O:4][C:5]1[C:6]([O:15][CH2:16][CH2:17][Cl:18])=[CH:7][C:8]2[S:12][C:11]([S:13][NH:30][CH2:31][P:32](=[O:39])([O:36][CH2:37][CH3:38])[O:33][CH2:34][CH3:35])=[N:10][C:9]=2[CH:14]=1. (2) Given the reactants Cl[C:2]1[CH:3]=[CH:4][C:5]2[N:6]([C:8]([CH:11]([C:13]3[C:14]([F:24])=[C:15]4[C:20](=[CH:21][C:22]=3[F:23])[N:19]=[CH:18][CH:17]=[CH:16]4)[CH3:12])=[CH:9][N:10]=2)[N:7]=1.[F-].[K+].OC(C(F)(F)F)=O.[C:34]1([N:40]2[CH2:45][CH2:44][NH:43][CH2:42][C:41]2=[O:46])[CH:39]=[CH:38][CH:37]=[CH:36][CH:35]=1, predict the reaction product. The product is: [F:24][C:14]1[C:13]([CH:11]([C:8]2[N:6]3[N:7]=[C:2]([N:43]4[CH2:44][CH2:45][N:40]([C:34]5[CH:39]=[CH:38][CH:37]=[CH:36][CH:35]=5)[C:41](=[O:46])[CH2:42]4)[CH:3]=[CH:4][C:5]3=[N:10][CH:9]=2)[CH3:12])=[C:22]([F:23])[CH:21]=[C:20]2[C:15]=1[CH:16]=[CH:17][CH:18]=[N:19]2.